From a dataset of Forward reaction prediction with 1.9M reactions from USPTO patents (1976-2016). Predict the product of the given reaction. (1) Given the reactants [NH2:1][C:2]1[N:7]=[C:6]([N:8]2[CH2:22][CH2:21][C:11]3([CH2:15][NH:14][C@H:13]([C:16]([O:18]CC)=[O:17])[CH2:12]3)[CH2:10][CH2:9]2)[CH:5]=[C:4]([O:23][C@H:24]([C:29]2[CH:34]=[CH:33][C:32]([CH2:35][N:36]([CH3:38])[CH3:37])=[CH:31][C:30]=2[N:39]2[CH:43]=[CH:42][C:41]([CH3:44])=[N:40]2)[C:25]([F:28])([F:27])[F:26])[N:3]=1.[Li+].[OH-], predict the reaction product. The product is: [NH2:1][C:2]1[N:7]=[C:6]([N:8]2[CH2:9][CH2:10][C:11]3([CH2:15][NH:14][C@H:13]([C:16]([OH:18])=[O:17])[CH2:12]3)[CH2:21][CH2:22]2)[CH:5]=[C:4]([O:23][C@H:24]([C:29]2[CH:34]=[CH:33][C:32]([CH2:35][N:36]([CH3:38])[CH3:37])=[CH:31][C:30]=2[N:39]2[CH:43]=[CH:42][C:41]([CH3:44])=[N:40]2)[C:25]([F:28])([F:27])[F:26])[N:3]=1. (2) Given the reactants [Cl:1][C:2]1[CH:7]=[C:6]([C:8]2[CH:13]=[N:12][CH:11]=[C:10]([CH3:14])[N:9]=2)[CH:5]=[CH:4][C:3]=1[NH:15]C(=O)OC(C)(C)C.Cl, predict the reaction product. The product is: [Cl:1][C:2]1[CH:7]=[C:6]([C:8]2[CH:13]=[N:12][CH:11]=[C:10]([CH3:14])[N:9]=2)[CH:5]=[CH:4][C:3]=1[NH2:15]. (3) Given the reactants [CH3:1][C:2]1([CH3:19])[CH2:9][C:8]2[N:4]([C:5]3[CH2:17][CH2:16][NH:15][C:14](=[O:18])[C:6]=3[C:7]=2[C:10]([O:12]C)=[O:11])[CH2:3]1.[Li+].[OH-].Cl, predict the reaction product. The product is: [CH3:1][C:2]1([CH3:19])[CH2:9][C:8]2[N:4]([C:5]3[CH2:17][CH2:16][NH:15][C:14](=[O:18])[C:6]=3[C:7]=2[C:10]([OH:12])=[O:11])[CH2:3]1. (4) Given the reactants [OH:1][N:2]1[C:7]([CH3:9])([CH3:8])[CH2:6][CH:5]([O:10][C:11](=[O:18])[C:12]2[CH:17]=[CH:16][CH:15]=[CH:14][CH:13]=2)[CH2:4][C:3]1([CH3:20])[CH3:19].[C:21](Cl)(=[O:28])[C:22]1[CH:27]=[CH:26][CH:25]=[CH:24][CH:23]=1, predict the reaction product. The product is: [C:11]([O:10][CH:5]1[CH2:6][C:7]([CH3:9])([CH3:8])[N:2]([O:1][C:21](=[O:28])[C:22]2[CH:27]=[CH:26][CH:25]=[CH:24][CH:23]=2)[C:3]([CH3:20])([CH3:19])[CH2:4]1)(=[O:18])[C:12]1[CH:17]=[CH:16][CH:15]=[CH:14][CH:13]=1. (5) Given the reactants [CH2:1]([N:3]1[CH:7]=[C:6]([CH2:8]O)[C:5]([C:10]([F:13])([F:12])[F:11])=[N:4]1)[CH3:2].P(Br)(Br)[Br:15], predict the reaction product. The product is: [Br:15][CH2:8][C:6]1[C:5]([C:10]([F:13])([F:12])[F:11])=[N:4][N:3]([CH2:1][CH3:2])[CH:7]=1. (6) Given the reactants [CH3:1][N:2]1[C:8]2[C:9]([N+:13]([O-])=O)=[CH:10][CH:11]=[CH:12][C:7]=2[C:6](=[O:16])[NH:5][CH2:4][CH2:3]1, predict the reaction product. The product is: [NH2:13][C:9]1[C:8]2[N:2]([CH3:1])[CH2:3][CH2:4][NH:5][C:6](=[O:16])[C:7]=2[CH:12]=[CH:11][CH:10]=1. (7) Given the reactants [C:1]([CH:5]1[CH2:10][CH2:9][CH:8]([C:11]2[CH:20]=[CH:19][C:14]([C:15]([O:17]C)=O)=[CH:13][CH:12]=2)[CH2:7][CH2:6]1)([CH3:4])([CH3:3])[CH3:2].[Li+].[OH-].[CH:23]1([NH:29][C:30]2[CH:35]=[CH:34][C:33]([S:36]([NH2:39])(=[O:38])=[O:37])=[CH:32][C:31]=2[N+:40]([O-:42])=[O:41])[CH2:28][CH2:27][CH2:26][CH2:25][CH2:24]1.CCN=C=NCCCN(C)C, predict the reaction product. The product is: [C:1]([CH:5]1[CH2:6][CH2:7][CH:8]([C:11]2[CH:20]=[CH:19][C:14]([C:15]([NH:39][S:36]([C:33]3[CH:34]=[CH:35][C:30]([NH:29][CH:23]4[CH2:28][CH2:27][CH2:26][CH2:25][CH2:24]4)=[C:31]([N+:40]([O-:42])=[O:41])[CH:32]=3)(=[O:38])=[O:37])=[O:17])=[CH:13][CH:12]=2)[CH2:9][CH2:10]1)([CH3:3])([CH3:4])[CH3:2].